Dataset: Full USPTO retrosynthesis dataset with 1.9M reactions from patents (1976-2016). Task: Predict the reactants needed to synthesize the given product. (1) The reactants are: CC(OC(/N=N/C(OC(C)(C)C)=O)=O)(C)C.[OH:17][C:18]1[CH:27]=[C:26]([O:28][CH3:29])[CH:25]=[C:24]2[C:19]=1[C:20](=[O:38])[N:21](COC(=O)C(C)(C)C)[CH:22]=[N:23]2.[C:39]([O:43][C:44]([N:46]1[CH2:51][CH2:50][CH:49](O)[CH2:48][CH2:47]1)=[O:45])([CH3:42])([CH3:41])[CH3:40].C1(P(C2C=CC=CC=2)C2C=CC=CC=2)C=CC=CC=1.N. Given the product [C:39]([O:43][C:44]([N:46]1[CH2:51][CH2:50][CH:49]([O:17][C:18]2[CH:27]=[C:26]([O:28][CH3:29])[CH:25]=[C:24]3[C:19]=2[C:20](=[O:38])[NH:21][CH:22]=[N:23]3)[CH2:48][CH2:47]1)=[O:45])([CH3:42])([CH3:40])[CH3:41], predict the reactants needed to synthesize it. (2) Given the product [Cl:26][C:20]1[CH:21]=[C:22]([F:25])[CH:23]=[CH:24][C:19]=1[CH2:18][NH:17][C:12]1[NH:11][C:15](=[CH:37][C:33]2[CH:34]=[CH:35][C:36]3[C:31](=[CH:30][CH:29]=[CH:28][N:27]=3)[N:32]=2)[C:14](=[O:16])[N:13]=1, predict the reactants needed to synthesize it. The reactants are: C(OC([N:11]1[CH2:15][C:14](=[O:16])[N:13]=[C:12]1[NH:17][CH2:18][C:19]1[CH:24]=[CH:23][C:22]([F:25])=[CH:21][C:20]=1[Cl:26])=O)C1C=CC=CC=1.[N:27]1[C:36]2[C:31](=[N:32][C:33]([CH:37]=O)=[CH:34][CH:35]=2)[CH:30]=[CH:29][CH:28]=1.N1CCCCC1.